This data is from Full USPTO retrosynthesis dataset with 1.9M reactions from patents (1976-2016). The task is: Predict the reactants needed to synthesize the given product. (1) Given the product [O:31]([CH:27]1[CH:26]([OH:32])[C:25]([Cl:24])=[CH:30][CH:29]=[CH:28]1)[Si:10]([C:6]([CH3:9])([CH3:8])[CH3:7])([C:17]1[CH:22]=[CH:21][CH:20]=[CH:19][CH:18]=1)[C:11]1[CH:16]=[CH:15][CH:14]=[CH:13][CH:12]=1, predict the reactants needed to synthesize it. The reactants are: N1C=CN=C1.[C:6]([Si:10](Cl)([C:17]1[CH:22]=[CH:21][CH:20]=[CH:19][CH:18]=1)[C:11]1[CH:16]=[CH:15][CH:14]=[CH:13][CH:12]=1)([CH3:9])([CH3:8])[CH3:7].[Cl:24][C:25]1[C@@H:26]([OH:32])[C@@H:27]([OH:31])[CH:28]=[CH:29][CH:30]=1. (2) The reactants are: [CH3:1][C:2]1[C:6]([C:7]2[CH:12]=[C:11]([NH2:13])[C:10]([NH2:14])=[C:9]([C:15]3[C:24]([CH3:25])=[CH:23][CH:22]=[C:21]4[C:16]=3[CH:17]=[CH:18][CH:19]=[N:20]4)[CH:8]=2)=[C:5]([CH3:26])[O:4][N:3]=1.[C:27](OCC)(OCC)(OCC)[O:28][CH2:29][CH3:30]. Given the product [CH2:29]([O:28][C:27]1[NH:13][C:11]2[CH:12]=[C:7]([C:6]3[C:2]([CH3:1])=[N:3][O:4][C:5]=3[CH3:26])[CH:8]=[C:9]([C:15]3[C:24]([CH3:25])=[CH:23][CH:22]=[C:21]4[C:16]=3[CH:17]=[CH:18][CH:19]=[N:20]4)[C:10]=2[N:14]=1)[CH3:30], predict the reactants needed to synthesize it.